Dataset: Peptide-MHC class II binding affinity with 134,281 pairs from IEDB. Task: Regression. Given a peptide amino acid sequence and an MHC pseudo amino acid sequence, predict their binding affinity value. This is MHC class II binding data. (1) The peptide sequence is RSLSNKIKQKTKQIG. The MHC is DRB3_0202 with pseudo-sequence DRB3_0202. The binding affinity (normalized) is 0. (2) The peptide sequence is CSFYADPKRYFPAIF. The MHC is DRB1_0101 with pseudo-sequence DRB1_0101. The binding affinity (normalized) is 0.499.